This data is from Peptide-MHC class I binding affinity with 185,985 pairs from IEDB/IMGT. The task is: Regression. Given a peptide amino acid sequence and an MHC pseudo amino acid sequence, predict their binding affinity value. This is MHC class I binding data. (1) The peptide sequence is ELKRQLADL. The MHC is HLA-A03:01 with pseudo-sequence HLA-A03:01. The binding affinity (normalized) is 0.0847. (2) The peptide sequence is FTTSLFLHL. The MHC is HLA-A02:06 with pseudo-sequence HLA-A02:06. The binding affinity (normalized) is 0.852.